Dataset: Reaction yield outcomes from USPTO patents with 853,638 reactions. Task: Predict the reaction yield, written as a fraction of the theoretical maximum amount of product (1.0 means a 100% yield; for example, 0.34 means a 34% yield). The reactants are Br[C:2]1[CH:3]=[C:4]([C:8]2([C:18]3[CH:23]=[C:22]([CH3:24])[C:21]([O:25][CH:26]([F:28])[F:27])=[C:20]([CH:29]4[CH2:31][CH2:30]4)[CH:19]=3)[C:16]3[C:11](=[N:12][CH:13]=[CH:14][CH:15]=3)[C:10]([NH2:17])=[N:9]2)[CH:5]=[CH:6][CH:7]=1.[CH3:32][N:33](C=O)C. The catalyst is [C-]#N.[Zn+2].[C-]#N.C1C=CC([P]([Pd]([P](C2C=CC=CC=2)(C2C=CC=CC=2)C2C=CC=CC=2)([P](C2C=CC=CC=2)(C2C=CC=CC=2)C2C=CC=CC=2)[P](C2C=CC=CC=2)(C2C=CC=CC=2)C2C=CC=CC=2)(C2C=CC=CC=2)C2C=CC=CC=2)=CC=1. The product is [NH2:17][C:10]1[C:11]2=[N:12][CH:13]=[CH:14][CH:15]=[C:16]2[C:8]([C:4]2[CH:3]=[C:2]([CH:7]=[CH:6][CH:5]=2)[C:32]#[N:33])([C:18]2[CH:23]=[C:22]([CH3:24])[C:21]([O:25][CH:26]([F:27])[F:28])=[C:20]([CH:29]3[CH2:30][CH2:31]3)[CH:19]=2)[N:9]=1. The yield is 0.400.